The task is: Predict the product of the given reaction.. This data is from Forward reaction prediction with 1.9M reactions from USPTO patents (1976-2016). (1) Given the reactants C(O)(C)C.Cl.[OH:6][C@H:7]([CH2:13][C:14](=[O:16])[O-:15])[CH2:8][N+:9]([CH3:12])([CH3:11])[CH3:10], predict the reaction product. The product is: [OH:6][C@H:7]([CH2:13][C:14](=[O:15])[O-:16])[CH2:8][N+:9]([CH3:12])([CH3:10])[CH3:11]. (2) Given the reactants [C:1](OC(=O)C)(=O)C.[C:8]([OH:13])(=[O:12])[C:9]([CH3:11])=[CH2:10].C[O:22][C:19]1[CH:21]=[CH:20][C:19]([OH:22])=[CH:21][CH:20]=1.O=O, predict the reaction product. The product is: [C:8]([O:13][C:19](=[O:22])[C:20]([CH3:1])=[CH2:21])(=[O:12])[C:9]([CH3:11])=[CH2:10].[C:8]([OH:13])(=[O:12])[C:9]([CH3:11])=[CH2:10].